From a dataset of NCI-60 drug combinations with 297,098 pairs across 59 cell lines. Regression. Given two drug SMILES strings and cell line genomic features, predict the synergy score measuring deviation from expected non-interaction effect. (1) Synergy scores: CSS=1.65, Synergy_ZIP=-0.768, Synergy_Bliss=0.578, Synergy_Loewe=-1.11, Synergy_HSA=-0.216. Drug 1: C1=NC2=C(N=C(N=C2N1C3C(C(C(O3)CO)O)F)Cl)N. Cell line: NCI-H522. Drug 2: C1=NNC2=C1C(=O)NC=N2. (2) Drug 1: CC1=CC2C(CCC3(C2CCC3(C(=O)C)OC(=O)C)C)C4(C1=CC(=O)CC4)C. Drug 2: C1=NC2=C(N1)C(=S)N=CN2. Cell line: HL-60(TB). Synergy scores: CSS=-0.0380, Synergy_ZIP=-8.77, Synergy_Bliss=-24.7, Synergy_Loewe=-52.2, Synergy_HSA=-27.0. (3) Drug 1: C1=CC(=CC=C1CC(C(=O)O)N)N(CCCl)CCCl.Cl. Drug 2: C1CN(CCN1C(=O)CCBr)C(=O)CCBr. Cell line: NCI/ADR-RES. Synergy scores: CSS=9.31, Synergy_ZIP=-5.12, Synergy_Bliss=-0.778, Synergy_Loewe=-1.40, Synergy_HSA=0.918. (4) Drug 1: COC1=NC(=NC2=C1N=CN2C3C(C(C(O3)CO)O)O)N. Drug 2: N.N.Cl[Pt+2]Cl. Cell line: A498. Synergy scores: CSS=24.0, Synergy_ZIP=-9.10, Synergy_Bliss=-0.376, Synergy_Loewe=-13.2, Synergy_HSA=0.232. (5) Drug 1: CCCS(=O)(=O)NC1=C(C(=C(C=C1)F)C(=O)C2=CNC3=C2C=C(C=N3)C4=CC=C(C=C4)Cl)F. Drug 2: C1=CN(C=N1)CC(O)(P(=O)(O)O)P(=O)(O)O. Cell line: OVCAR-4. Synergy scores: CSS=6.12, Synergy_ZIP=6.14, Synergy_Bliss=6.26, Synergy_Loewe=3.88, Synergy_HSA=3.89. (6) Drug 1: CCC1=CC2CC(C3=C(CN(C2)C1)C4=CC=CC=C4N3)(C5=C(C=C6C(=C5)C78CCN9C7C(C=CC9)(C(C(C8N6C)(C(=O)OC)O)OC(=O)C)CC)OC)C(=O)OC.C(C(C(=O)O)O)(C(=O)O)O. Drug 2: C1CN(CCN1C(=O)CCBr)C(=O)CCBr. Cell line: HT29. Synergy scores: CSS=52.3, Synergy_ZIP=-0.352, Synergy_Bliss=0.166, Synergy_Loewe=0.284, Synergy_HSA=0.903.